Task: Predict the reactants needed to synthesize the given product.. Dataset: Full USPTO retrosynthesis dataset with 1.9M reactions from patents (1976-2016) The reactants are: FC1C=C(F)C=CC=1C1C=C(CN2C(=O)C3=CC=CC=C3C2=O)C(=O)N(CC(C)C)N=1.[C:32]([C:35]1[C:36](=[O:58])[N:37]([CH2:49][CH2:50][C:51]2[CH:56]=[CH:55][C:54]([Cl:57])=[CH:53][CH:52]=2)[N:38]=[C:39]([C:41]2[CH:46]=[CH:45][C:44]([F:47])=[C:43]([CH3:48])[CH:42]=2)[CH:40]=1)(O)=[O:33]. Given the product [Cl:57][C:54]1[CH:55]=[CH:56][C:51]([CH2:50][CH2:49][N:37]2[C:36](=[O:58])[C:35]([CH2:32][OH:33])=[CH:40][C:39]([C:41]3[CH:46]=[CH:45][C:44]([F:47])=[C:43]([CH3:48])[CH:42]=3)=[N:38]2)=[CH:52][CH:53]=1, predict the reactants needed to synthesize it.